Dataset: Catalyst prediction with 721,799 reactions and 888 catalyst types from USPTO. Task: Predict which catalyst facilitates the given reaction. (1) Reactant: [H-].[Na+].[C:3]([O:7][C:8]([N:10]1[CH2:13][CH:12]([NH:14][C:15]2[CH:23]=[CH:22][C:21]([C:24]#[N:25])=[C:20]3[C:16]=2[CH:17]=[CH:18][N:19]3[C:26]([O:28][C:29]([CH3:32])([CH3:31])[CH3:30])=[O:27])[CH2:11]1)=[O:9])([CH3:6])([CH3:5])[CH3:4].I[CH3:34]. Product: [C:29]([O:28][C:26]([N:19]1[C:20]2[C:16](=[C:15]([N:14]([CH:12]3[CH2:11][N:10]([C:8]([O:7][C:3]([CH3:6])([CH3:5])[CH3:4])=[O:9])[CH2:13]3)[CH3:34])[CH:23]=[CH:22][C:21]=2[C:24]#[N:25])[CH:17]=[CH:18]1)=[O:27])([CH3:32])([CH3:31])[CH3:30]. The catalyst class is: 3. (2) Reactant: C([O:3][C:4](=[O:12])[CH2:5][C:6]1[N:7]=[C:8]([CH3:11])[S:9][CH:10]=1)C.O[Li].O. Product: [CH3:11][C:8]1[S:9][CH:10]=[C:6]([CH2:5][C:4]([OH:12])=[O:3])[N:7]=1. The catalyst class is: 20.